From a dataset of Full USPTO retrosynthesis dataset with 1.9M reactions from patents (1976-2016). Predict the reactants needed to synthesize the given product. (1) Given the product [CH:1]1([C:4]2[N:9]=[C:8]([CH2:10][NH2:11])[CH:7]=[C:6]([C:22]3[CH:27]=[N:26][C:25]([C:28]([F:29])([F:31])[F:30])=[N:24][CH:23]=3)[N:5]=2)[CH2:3][CH2:2]1, predict the reactants needed to synthesize it. The reactants are: [CH:1]1([C:4]2[N:9]=[C:8]([CH2:10][N:11]3C(=O)C4C(=CC=CC=4)C3=O)[CH:7]=[C:6]([C:22]3[CH:23]=[N:24][C:25]([C:28]([F:31])([F:30])[F:29])=[N:26][CH:27]=3)[N:5]=2)[CH2:3][CH2:2]1.NN.O. (2) Given the product [NH2:27][S:24]([C:21]1[CH:22]=[CH:23][C:18]([NH:17][C:14]([C:10]2[CH:9]=[C:8]([O:7][CH:1]3[CH2:2][CH2:3][CH2:4][CH2:5][CH2:6]3)[N:13]=[CH:12][N:11]=2)=[O:16])=[C:19]([CH3:28])[CH:20]=1)(=[O:25])=[O:26], predict the reactants needed to synthesize it. The reactants are: [CH:1]1([O:7][C:8]2[N:13]=[CH:12][N:11]=[C:10]([C:14]([OH:16])=O)[CH:9]=2)[CH2:6][CH2:5][CH2:4][CH2:3][CH2:2]1.[NH2:17][C:18]1[CH:23]=[CH:22][C:21]([S:24]([NH2:27])(=[O:26])=[O:25])=[CH:20][C:19]=1[CH3:28]. (3) Given the product [CH3:1][C:2]1[CH:3]=[CH:4][C:5]([C:22]([N:24]2[CH2:25][CH2:26][O:27][CH2:28][CH2:29]2)=[O:23])=[C:6]([CH2:8][N:9]2[CH2:14][CH2:13][NH:12][CH2:11][CH2:10]2)[CH:7]=1, predict the reactants needed to synthesize it. The reactants are: [CH3:1][C:2]1[CH:3]=[CH:4][C:5]([C:22]([N:24]2[CH2:29][CH2:28][O:27][CH2:26][CH2:25]2)=[O:23])=[C:6]([CH2:8][N:9]2[CH2:14][CH2:13][N:12](C(OC(C)(C)C)=O)[CH2:11][CH2:10]2)[CH:7]=1.FC(F)(F)C(O)=O. (4) Given the product [CH2:3]([O:10][C:11](=[O:27])[N:12]([C@H:13]1[CH2:18][CH2:17][C@H:16]([O:19][Si:20]([C:23]([CH3:24])([CH3:26])[CH3:25])([CH3:21])[CH3:22])[CH2:15][CH2:14]1)[CH3:29])[C:4]1[CH:5]=[CH:6][CH:7]=[CH:8][CH:9]=1, predict the reactants needed to synthesize it. The reactants are: [H-].[Na+].[CH2:3]([O:10][C:11](=[O:27])[NH:12][C@H:13]1[CH2:18][CH2:17][C@H:16]([O:19][Si:20]([C:23]([CH3:26])([CH3:25])[CH3:24])([CH3:22])[CH3:21])[CH2:15][CH2:14]1)[C:4]1[CH:9]=[CH:8][CH:7]=[CH:6][CH:5]=1.I[CH3:29].[NH4+].[Cl-]. (5) Given the product [CH3:1][C:2]1[O:6][N:5]=[C:4]([C:7]2[S:11][C:10]([NH:12][C:19](=[O:21])[CH3:20])=[N:9][C:8]=2[C:13]2[CH:14]=[CH:15][CH:16]=[CH:17][CH:18]=2)[N:3]=1, predict the reactants needed to synthesize it. The reactants are: [CH3:1][C:2]1[O:6][N:5]=[C:4]([C:7]2[S:11][C:10]([NH2:12])=[N:9][C:8]=2[C:13]2[CH:18]=[CH:17][CH:16]=[CH:15][CH:14]=2)[N:3]=1.[C:19](Cl)(=[O:21])[CH3:20]. (6) Given the product [C:22]([O:1][C:35]([N:9]1[C:10]2[C:6](=[CH:5][C:4]([F:3])=[CH:12][CH:11]=2)[C:7]([CH2:13][CH2:14][CH2:15][C:16]([OH:18])=[O:17])=[CH:8]1)=[O:37])([CH3:26])([CH3:23])[CH3:21], predict the reactants needed to synthesize it. The reactants are: [OH-:1].[K+].[F:3][C:4]1[CH:5]=[C:6]2[C:10](=[CH:11][CH:12]=1)[NH:9][CH:8]=[C:7]2[CH2:13][CH2:14][CH2:15][C:16]([OH:18])=[O:17].FC1[CH:21]=[C:22]2[C:26](=CC=1)NC=[C:23]2CCC[N+]#[C-].O.[CH2:35]([OH:37])C.